Task: Predict which catalyst facilitates the given reaction.. Dataset: Catalyst prediction with 721,799 reactions and 888 catalyst types from USPTO (1) The catalyst class is: 270. Product: [C:1]([O:9][CH:10]([CH2:19][O:23][C:24]1[CH:25]=[CH:26][C:27]([Cl:30])=[CH:28][CH:29]=1)[CH2:11][O:12][CH2:13][CH2:14][O:15][CH3:16])(=[O:8])[C:2]1[CH:7]=[CH:6][CH:5]=[CH:4][CH:3]=1. Reactant: [C:1]([O:9][CH2:10][CH2:11][O:12][CH3:13])(=[O:8])[C:2]1[CH:7]=[CH:6][CH:5]=[CH:4][CH:3]=1.[CH3:14][O:15][CH2:16]CO.[CH2:19]([O:23][C:24]1[CH:29]=[CH:28][C:27]([Cl:30])=[CH:26][CH:25]=1)C1OC1. (2) Reactant: [F:1][C:2]1[CH:19]=[CH:18][C:5]([O:6][C:7]2[C:12]([F:13])=[CH:11][C:10]([N+:14]([O-])=O)=[CH:9][C:8]=2[F:17])=[CH:4][CH:3]=1. Product: [F:1][C:2]1[CH:19]=[CH:18][C:5]([O:6][C:7]2[C:12]([F:13])=[CH:11][C:10]([NH2:14])=[CH:9][C:8]=2[F:17])=[CH:4][CH:3]=1. The catalyst class is: 350. (3) Reactant: [NH:1]1[C:9]2[C:4](=[CH:5][CH:6]=[CH:7][CH:8]=2)[CH:3]=[CH:2]1.[H-].[Na+].[Br:12][C:13]1[CH:18]=[C:17]([CH2:19]Br)[CH:16]=[CH:15][C:14]=1[O:21][CH3:22].[Cl-].[NH4+]. Product: [Br:12][C:13]1[CH:18]=[C:17]([CH:16]=[CH:15][C:14]=1[O:21][CH3:22])[CH2:19][N:1]1[C:9]2[C:4](=[CH:5][CH:6]=[CH:7][CH:8]=2)[CH:3]=[CH:2]1. The catalyst class is: 174. (4) Reactant: Br[C:2]1[C:10]2[C:5](=[N:6][CH:7]=[CH:8][CH:9]=2)[N:4]([S:11]([C:14]2[CH:19]=[CH:18][C:17]([CH3:20])=[CH:16][CH:15]=2)(=[O:13])=[O:12])[CH:3]=1.[Cl:21][C:22]1[CH:27]=[C:26](B(O)O)[CH:25]=[CH:24][N:23]=1.C(=O)([O-])[O-].[Na+].[Na+]. Product: [Cl:21][C:22]1[CH:27]=[C:26]([C:2]2[C:10]3[C:5](=[N:6][CH:7]=[CH:8][CH:9]=3)[N:4]([S:11]([C:14]3[CH:19]=[CH:18][C:17]([CH3:20])=[CH:16][CH:15]=3)(=[O:13])=[O:12])[CH:3]=2)[CH:25]=[CH:24][N:23]=1. The catalyst class is: 853. (5) The catalyst class is: 200. Product: [CH3:1][O:2][CH:3]([O:9][CH3:10])[CH2:4][C:5]([OH:7])=[O:6]. Reactant: [CH3:1][O:2][CH:3]([O:9][CH3:10])[CH2:4][C:5]([O:7]C)=[O:6].[Li+].[OH-].Cl. (6) Reactant: Cl[CH2:2][C:3]([N:5]1[CH2:10][CH2:9][N:8]([S:11]([C:14]2[CH:23]=[CH:22][C:21]3[C:16](=[CH:17][CH:18]=[CH:19][CH:20]=3)[CH:15]=2)(=[O:13])=[O:12])[CH2:7][CH2:6]1)=[O:4].[F:24][C:25]([F:38])([F:37])[C:26]1[CH:31]=[CH:30][C:29]([CH2:32]CC(O)=O)=[CH:28][CH:27]=1.CCN(C(C)C)C(C)C.CN(C(ON1N=NC2C=CC=NC1=2)=[N+](C)C)C.F[P-](F)(F)(F)(F)F. Product: [CH:15]1[C:16]2[C:21](=[CH:20][CH:19]=[CH:18][CH:17]=2)[CH:22]=[CH:23][C:14]=1[S:11]([N:8]1[CH2:9][CH2:10][N:5]([C:3](=[O:4])[CH2:2][CH2:32][C:29]2[CH:28]=[CH:27][C:26]([C:25]([F:24])([F:37])[F:38])=[CH:31][CH:30]=2)[CH2:6][CH2:7]1)(=[O:13])=[O:12]. The catalyst class is: 2. (7) Reactant: [F:1][C:2]([F:19])([F:18])[O:3][C:4]1[CH:5]=[C:6](/[CH:10]=[N:11]/[S@:12]([C:14]([CH3:17])([CH3:16])[CH3:15])=[O:13])[CH:7]=[CH:8][CH:9]=1.[CH3:20][Mg]Br. The catalyst class is: 1. Product: [F:19][C:2]([F:1])([F:18])[O:3][C:4]1[CH:5]=[C:6]([C@H:10]([NH:11][S@:12]([C:14]([CH3:16])([CH3:15])[CH3:17])=[O:13])[CH3:20])[CH:7]=[CH:8][CH:9]=1. (8) The catalyst class is: 9. Product: [Cl:1][C:2]1[CH:3]=[N:4][C:5]([N:11]2[CH2:15][CH2:14][CH2:13][CH:12]2[C:16]2[CH:21]=[CH:20][CH:19]=[CH:18][CH:17]=2)=[C:6]([CH:10]=1)[C:7]([NH:23][C:24]1([C:27]2[CH:36]=[CH:35][C:30]([C:31]([O:33][CH3:34])=[O:32])=[CH:29][CH:28]=2)[CH2:26][CH2:25]1)=[O:8]. Reactant: [Cl:1][C:2]1[CH:3]=[N:4][C:5]([N:11]2[CH2:15][CH2:14][CH2:13][CH:12]2[C:16]2[CH:21]=[CH:20][CH:19]=[CH:18][CH:17]=2)=[C:6]([CH:10]=1)[C:7](O)=[O:8].Cl.[NH2:23][C:24]1([C:27]2[CH:36]=[CH:35][C:30]([C:31]([O:33][CH3:34])=[O:32])=[CH:29][CH:28]=2)[CH2:26][CH2:25]1.C(N(CC)C(C)C)(C)C.F[P-](F)(F)(F)(F)F.N1(O[P+](N2CCCC2)(N2CCCC2)N2CCCC2)C2C=CC=CC=2N=N1. (9) Reactant: [Cl:1][C:2]1[CH:34]=[CH:33][CH:32]=[C:31]([Cl:35])[C:3]=1[C:4]([NH:6][C@H:7]([C:22]([O:24][CH2:25][CH2:26][Si:27]([CH3:30])([CH3:29])[CH3:28])=[O:23])[CH2:8][C:9]1[CH:21]=[CH:20][C:12]([C:13]([O:15]C(C)(C)C)=[O:14])=[CH:11][CH:10]=1)=[O:5]. Product: [Cl:1][C:2]1[CH:34]=[CH:33][CH:32]=[C:31]([Cl:35])[C:3]=1[C:4]([NH:6][C@H:7]([C:22]([O:24][CH2:25][CH2:26][Si:27]([CH3:28])([CH3:29])[CH3:30])=[O:23])[CH2:8][C:9]1[CH:21]=[CH:20][C:12]([C:13]([OH:15])=[O:14])=[CH:11][CH:10]=1)=[O:5]. The catalyst class is: 89.